Task: Binary Classification. Given a miRNA mature sequence and a target amino acid sequence, predict their likelihood of interaction.. Dataset: Experimentally validated miRNA-target interactions with 360,000+ pairs, plus equal number of negative samples (1) The miRNA is hsa-miR-30a-5p with sequence UGUAAACAUCCUCGACUGGAAG. The protein sequence of the target gene is MAESGLAMWPSLLLLLLLPGPPPVAGLEDAAFPHLGESLQPLPRACPLRCSCPRVDTVDCDGLDLRVFPDNITRAAQHLSLQNNQLQELPYNELSRLSGLRTLNLHNNLISSEGLPDEAFESLTQLQHLCVAHNKLSVAPQFLPRSLRVADLAANQVMEIFPLTFGEKPALRSVYLHNNQLSNAGLPPDAFRGSEAIATLSLSNNQLSYLPPSLPPSLERLHLQNNLISKVPRGALSRQTQLRELYLQHNQLTDSGLDATTFSKLHSLEYLDLSHNQLTTVPAGLPRTLAILHLGRNRIR.... Result: 0 (no interaction). (2) The miRNA is hsa-miR-19b-2-5p with sequence AGUUUUGCAGGUUUGCAUUUCA. The protein sequence of the target gene is MALSSAWRSVLPLWLLWSAACSRAASGDDNAFPFDIEGSSAVGRQDPPETSEPRVALGRLPPAAEKCNAGFFHTLSGECVPCDCNGNSNECLDGSGYCVHCQRNTTGEHCEKCLDGYIGDSIRGAPQFCQPCPCPLPHLANFAESCYRKNGAVRCICNENYAGPNCERCAPGYYGNPLLIGSTCKKCDCSGNSDPNLIFEDCDEVTGQCRNCLRNTTGFKCERCAPGYYGDARIAKNCAVCNCGGGPCDSVTGECLEEGFEPPTGMDCPTISCDKCVWDLTDALRLAALSIEEGKSGVLS.... Result: 0 (no interaction). (3) The miRNA is hsa-miR-877-5p with sequence GUAGAGGAGAUGGCGCAGGG. The protein sequence of the target gene is MDDAHESPSDKGGETGESDETAAVPGDPGATDTDGIPEETDGDADVDLKEAAAEEGELESQDVSDLTTVEREDSSLLNPAAKKLKIDTKEKKEKKQKVDEDEIQKMQILVSSFSEEQLNRYEMYRRSAFPKAAIKRLIQSITGTSVSQNVVIAMSGISKVFVGEVVEEALDVCEKWGEMPPLQPKHMREAVRRLKSKGQIPNSKHKKIIFF. Result: 1 (interaction).